From a dataset of Full USPTO retrosynthesis dataset with 1.9M reactions from patents (1976-2016). Predict the reactants needed to synthesize the given product. Given the product [CH3:24][O:25][C:26]1[CH:31]=[CH:30][C:29]([O:32][CH3:33])=[CH:28][C:27]=1[NH:34][C:35]([N:21]1[CH2:22][CH2:23][CH:18]([NH:17][C:4]2[S:5][C:6]([C:7](=[O:8])[C:9]3[C:14]([F:15])=[CH:13][CH:12]=[CH:11][C:10]=3[F:16])=[C:2]([NH2:1])[N:3]=2)[CH2:19][CH2:20]1)=[O:36], predict the reactants needed to synthesize it. The reactants are: [NH2:1][C:2]1[N:3]=[C:4]([NH:17][CH:18]2[CH2:23][CH2:22][NH:21][CH2:20][CH2:19]2)[S:5][C:6]=1[C:7]([C:9]1[C:14]([F:15])=[CH:13][CH:12]=[CH:11][C:10]=1[F:16])=[O:8].[CH3:24][O:25][C:26]1[CH:31]=[CH:30][C:29]([O:32][CH3:33])=[CH:28][C:27]=1[N:34]=[C:35]=[O:36].